From a dataset of Forward reaction prediction with 1.9M reactions from USPTO patents (1976-2016). Predict the product of the given reaction. Given the reactants C[O-].[Li+].[O:4]=[C:5]1[N:12]2[C@H:7]([S:8][CH2:9][C:10]([CH2:29][O:30][C:31]3[CH:40]=[C:39]4[C:34]([CH:35]=[CH:36][C:37](=[O:41])[O:38]4)=[CH:33][CH:32]=3)=[C:11]2[C:13]([O:15][CH:16]([C:23]2[CH:28]=[CH:27][CH:26]=[CH:25][CH:24]=2)[C:17]2[CH:22]=[CH:21][CH:20]=[CH:19][CH:18]=2)=[O:14])[C@@H:6]1[NH:42][C:43](=[O:51])[CH2:44][C:45]1[CH:50]=[CH:49][CH:48]=[CH:47][CH:46]=1.Cl[O:53][C:54](C)(C)C.[Cl-].[NH4+], predict the reaction product. The product is: [CH3:54][O:53][C@@:6]1([NH:42][C:43](=[O:51])[CH2:44][C:45]2[CH:46]=[CH:47][CH:48]=[CH:49][CH:50]=2)[C:5](=[O:4])[N:12]2[C@@H:7]1[S:8][CH2:9][C:10]([CH2:29][O:30][C:31]1[CH:40]=[C:39]3[C:34]([CH:35]=[CH:36][C:37](=[O:41])[O:38]3)=[CH:33][CH:32]=1)=[C:11]2[C:13]([O:15][CH:16]([C:17]1[CH:18]=[CH:19][CH:20]=[CH:21][CH:22]=1)[C:23]1[CH:24]=[CH:25][CH:26]=[CH:27][CH:28]=1)=[O:14].